From a dataset of CYP2D6 inhibition data for predicting drug metabolism from PubChem BioAssay. Regression/Classification. Given a drug SMILES string, predict its absorption, distribution, metabolism, or excretion properties. Task type varies by dataset: regression for continuous measurements (e.g., permeability, clearance, half-life) or binary classification for categorical outcomes (e.g., BBB penetration, CYP inhibition). Dataset: cyp2d6_veith. (1) The drug is Cc1cc(C)c(NC(=O)C[C@H](CC(=O)[O-])c2cccc3ccccc23)c(C(=O)N2CCC3(CCCC3)CC2)c1.[Na+]. The result is 0 (non-inhibitor). (2) The result is 0 (non-inhibitor). The molecule is O=C(NC(NCc1ccccc1)C(Cl)(Cl)Cl)c1cccnc1.